This data is from Experimentally validated miRNA-target interactions with 360,000+ pairs, plus equal number of negative samples. The task is: Binary Classification. Given a miRNA mature sequence and a target amino acid sequence, predict their likelihood of interaction. (1) The miRNA is cel-miR-90-3p with sequence UGAUAUGUUGUUUGAAUGCCCCU. The protein sequence of the target gene is MSGLVPTAPEQPTEEMENQIKSPTAVPDAPPDYNSHFAPGPAGPVASPSAGLPMGYYIPQQPGAIPLYHPTGGTHPIQYQPGKYPVTNQPAPIMWMAGPAPVPNCPPGLEYLAQLDNIHVLQHVEPLELMTRFETNNRYDIKNNIDQMVYIVTEDTDDFTRNAYRNLRPFVLRVTDCLGREIMTMQRPFRCTCCCFCCPCARQELEVQCPPGVTIGFVAEHWNLCRASYSIQNEKKESMMRVRGPCATYGCGSDSVFEINSLDGVSNIGSIIRKWNGFLSTMVNADHFEIRFPLALDVKM.... Result: 0 (no interaction). (2) The miRNA is hsa-let-7a-5p with sequence UGAGGUAGUAGGUUGUAUAGUU. The protein sequence of the target gene is MNYQQQLANSAAIRAEIQRFESVHPNIYSIYELLERVEEPVLQNQIREHVIAIEDAFVNSQEWTLSRSVPELKVGIVGNLASGKSALVHRYLTGTYVQEESPEGGRFKKEIVVDGQSYLLLIRDEGGPPEAQFAMWVDAVIFVFSLEDEISFQTVYHYYSRMANYRNTSEIPLVLVGTQDAISSTNPRVIDDVRARKLSNDLKRCTYYETCATYGLNVERVFQDVAQKIVATRKKQQLSIGPCKSLPNSPSHSSVCSAQVSAVHISQTSNGGGSLSDYSSSVPSTPSTSQKELRIDVPPT.... Result: 0 (no interaction). (3) The miRNA is hsa-miR-3974 with sequence AAAGGUCAUUGUAAGGUUAAUGC. The protein sequence of the target gene is METYAEVGKEGKPSCASVDLQGDSSLQVEISDAVSERDKVKFTVQTKSCLPHFAQTEFSVVRQHEEFIWLHDAYVENEEYAGLIIPPAPPRPDFEASREKLQKLGEGDSSVTREEFAKMKQELEAEYLAIFKKTVAMHEVFLQRLAAHPTLRRDHNFFVFLEYGQDLSVRGKNRKELLGGFLRNIVKSADEALITGMSGLKEVDDFFEHERTFLLEYHTRIRDACLRADRVMRAHKCLADDYIPISAALSSLGTQEVNQLRTSFLKLAELFERLRKLEGRVASDEDLKLSDMLRYYMRDS.... Result: 0 (no interaction). (4) The miRNA is hsa-miR-3187-3p with sequence UUGGCCAUGGGGCUGCGCGG. The protein sequence of the target gene is MSDFDEFERQLNENKQERDKENRHRKRSHSRSRSRDRKRRSRSRDRRNRDQRSASRDRRRRSKPLTRGAKEEHGGLIRSPRHEKKKKVRKYWDVPPPGFEHITPMQYKAMQAAGQIPATALLPTMTPDGLAVTPTPVPVVGSQMTRQARRLYVGNIPFGITEEAMMDFFNAQMRLGGLTQAPGNPVLAVQINQDKNFAFLEFRSVDETTQAMAFDGIIFQGQSLKIRRPHDYQPLPGMSENPSVYVPGVVSTVVPDSAHKLFIGGLPNYLNDDQVKELLTSFGPLKAFNLVKDSATGLSK.... Result: 1 (interaction). (5) The miRNA is hsa-miR-552-5p with sequence GUUUAACCUUUUGCCUGUUGG. The protein sequence of the target gene is MAKSSLAGSDGALTWVNNATKKEELETANKNDSTKKLSVERVYQKKTQLEHILLRPDTYIGSVEPLTQLMWVYDEDVGMNCREVTFVPGLYKIFDEILVNAADNKQRDKNMTCIKVSIDPESNIISIWNNGKGIPVVEHKVEKVYVPALIFGQLLTSSNYDDDEKKVTGGRNGYGAKLCNIFSTKFTVETACKEYKHSFKQTWMNNMMKTSEAKIKHFDGEDYTCITFQPDLSKFKMEKLDKDIVALMTRRAYDLAGSCKGVKVMFNGKKLPVNGFRSYVDLYVKDKLDETGVALKVIHE.... Result: 0 (no interaction).